Dataset: Catalyst prediction with 721,799 reactions and 888 catalyst types from USPTO. Task: Predict which catalyst facilitates the given reaction. (1) Reactant: Cl[C:2]1[N:7]=[C:6]([C:8]([N:10]2[CH2:15][CH2:14][CH:13]([C:16]3[CH:21]=[CH:20][CH:19]=[CH:18][C:17]=3[F:22])[CH2:12][CH2:11]2)=[O:9])[CH:5]=[CH:4][CH:3]=1.[C:23]([N:30]1[CH2:35][CH2:34][NH:33][CH2:32][CH2:31]1)([O:25][C:26]([CH3:29])([CH3:28])[CH3:27])=[O:24].CC(C)([O-])C.[Na+].C1(P(C2CCCCC2)C2C=CC=CC=2C2C=CC=CC=2)CCCCC1. Product: [NH3:7].[C:26]([O:25][C:23]([N:30]1[CH2:35][CH2:34][N:33]([C:2]2[CH:3]=[CH:4][CH:5]=[C:6]([C:8]([N:10]3[CH2:15][CH2:14][CH:13]([C:16]4[CH:21]=[CH:20][CH:19]=[CH:18][C:17]=4[F:22])[CH2:12][CH2:11]3)=[O:9])[N:7]=2)[CH2:32][CH2:31]1)=[O:24])([CH3:29])([CH3:27])[CH3:28]. The catalyst class is: 164. (2) Reactant: C([O:8][C:9]1[CH:10]=[CH:11][CH:12]=[C:13]2[C:18]=1[N:17]=[C:16]([O:19][CH3:20])[CH:15]=[CH:14]2)C1C=CC=CC=1. Product: [OH:8][C:9]1[CH:10]=[CH:11][CH:12]=[C:13]2[C:18]=1[N:17]=[C:16]([O:19][CH3:20])[CH:15]=[CH:14]2. The catalyst class is: 29. (3) Reactant: C([Li])(C)(C)C.Br[C:7]1[CH:12]=[CH:11][N:10]=[C:9]([C:13]([F:16])([F:15])[F:14])[CH:8]=1.[C:17]([C:19]1[C:24]([C:25]([C:33]2[CH:38]=[CH:37][CH:36]=[C:35]([O:39][CH2:40][CH2:41][CH:42]([F:44])[F:43])[CH:34]=2)=[N:26]S(C(C)(C)C)=O)=[CH:23][CH:22]=[CH:21][N:20]=1)#[N:18].Cl. Product: [F:43][CH:42]([F:44])[CH2:41][CH2:40][O:39][C:35]1[CH:34]=[C:33]([C:25]2([C:7]3[CH:12]=[CH:11][N:10]=[C:9]([C:13]([F:16])([F:15])[F:14])[CH:8]=3)[C:24]3[C:19](=[N:20][CH:21]=[CH:22][CH:23]=3)[C:17]([NH2:18])=[N:26]2)[CH:38]=[CH:37][CH:36]=1. The catalyst class is: 1.